This data is from CYP2D6 inhibition data for predicting drug metabolism from PubChem BioAssay. The task is: Regression/Classification. Given a drug SMILES string, predict its absorption, distribution, metabolism, or excretion properties. Task type varies by dataset: regression for continuous measurements (e.g., permeability, clearance, half-life) or binary classification for categorical outcomes (e.g., BBB penetration, CYP inhibition). Dataset: cyp2d6_veith. (1) The drug is O=C(CSc1nnc(Cc2cc(=O)[nH]c(=O)[nH]2)n1-c1ccccc1)N1CCCc2ccccc21. The result is 0 (non-inhibitor). (2) The compound is O=C(O)C[C@H]1OCC=C2CN3CC[C@@]45C6=CC(=O)C(=O)C([N+](=O)[O-])=C6N[C@H]4[C@H]1[C@H]2C[C@@H]35. The result is 1 (inhibitor). (3) The result is 1 (inhibitor). The drug is Cn1c(-c2ccc(Br)cc2)cnc1NCc1cccnc1.